From a dataset of Full USPTO retrosynthesis dataset with 1.9M reactions from patents (1976-2016). Predict the reactants needed to synthesize the given product. (1) The reactants are: [Cl:1][C:2]1[N:7]=[C:6](Cl)[C:5]([N+:9]([O-:11])=[O:10])=[CH:4][N:3]=1.[NH2:12][C:13]1[CH:28]=[CH:27][C:16]([O:17][CH:18]([CH3:26])[CH2:19][CH2:20][C:21]([O:23][CH2:24][CH3:25])=[O:22])=[CH:15][CH:14]=1. Given the product [Cl:1][C:2]1[N:7]=[C:6]([NH:12][C:13]2[CH:14]=[CH:15][C:16]([O:17][CH:18]([CH3:26])[CH2:19][CH2:20][C:21]([O:23][CH2:24][CH3:25])=[O:22])=[CH:27][CH:28]=2)[C:5]([N+:9]([O-:11])=[O:10])=[CH:4][N:3]=1, predict the reactants needed to synthesize it. (2) Given the product [C:1]([C:3]1([C:6]2[C:14]([F:15])=[CH:13][C:9]([C:10]([NH:30][C:28]([NH:27][CH:24]3[CH2:26][CH2:25]3)=[O:29])=[O:12])=[C:8]([F:16])[C:7]=2[CH3:17])[CH2:4][CH2:5]1)#[N:2], predict the reactants needed to synthesize it. The reactants are: [C:1]([C:3]1([C:6]2[C:14]([F:15])=[CH:13][C:9]([C:10]([OH:12])=O)=[C:8]([F:16])[C:7]=2[CH3:17])[CH2:5][CH2:4]1)#[N:2].C(Cl)(=O)C(Cl)=O.[CH:24]1([NH:27][C:28]([NH2:30])=[O:29])[CH2:26][CH2:25]1. (3) Given the product [CH3:1][C@@H:2]1[C:15](=[O:16])[NH:14][N:13]=[C:12]2[N:3]1[C:4]1[CH:5]=[C:6]3[N:19]([C@:20]4([CH3:25])[CH2:24][CH2:23][NH:22][CH2:21]4)[CH:18]=[CH:17][C:7]3=[CH:8][C:9]=1[O:10][CH2:11]2, predict the reactants needed to synthesize it. The reactants are: [CH3:1][C@H:2]1[C:15](=[O:16])[NH:14][N:13]=[C:12]2[N:3]1[C:4]1[CH:5]=[C:6]3[N:19]([C@@:20]4([CH3:25])[CH2:24][CH2:23][NH:22][CH2:21]4)[CH:18]=[CH:17][C:7]3=[CH:8][C:9]=1[O:10][CH2:11]2.C(OC(N1CC[C@](NC2C=C3C(=CC=2Br)OCC2N3[C@H](C)C(=O)NN=2)(C)C1)=O)(C)(C)C. (4) Given the product [C:27]1([C:44]2[CH:45]=[CH:46][CH:47]=[CH:48][CH:49]=2)[CH:32]=[CH:31][CH:30]=[CH:29][C:28]=1[C:33]1[N:9]([C:8]2[C:7]([CH3:13])=[CH:6][C:5]([C:1]([CH3:4])([CH3:3])[CH3:2])=[CH:11][C:10]=2[CH3:12])[C:35]([C:38]2[CH:39]=[CH:40][CH:41]=[CH:42][CH:43]=2)=[N:36][N:37]=1, predict the reactants needed to synthesize it. The reactants are: [C:1]([C:5]1[CH:11]=[C:10]([CH3:12])[C:8]([NH2:9])=[C:7]([CH3:13])[CH:6]=1)([CH3:4])([CH3:3])[CH3:2].CC1C=CC=C(C)C=1N.[Cl-].[Al+3].[Cl-].[Cl-].[C:27]1([C:44]2[CH:49]=[CH:48][CH:47]=[CH:46][CH:45]=2)[CH:32]=[CH:31][CH:30]=[CH:29][C:28]=1[C:33]1O[C:35]([C:38]2[CH:43]=[CH:42][CH:41]=[CH:40][CH:39]=2)=[N:36][N:37]=1.Cl. (5) Given the product [C:31]([N:35]([CH3:36])[CH2:6][CH2:7][C:8]1[O:9][C:10]2[CH:16]=[CH:15][C:14]([C:17]3[CH:22]=[CH:21][C:20]([C:23]([N:25]4[CH2:30][CH2:29][O:28][CH2:27][CH2:26]4)=[O:24])=[CH:19][N:18]=3)=[CH:13][C:11]=2[CH:12]=1)([CH3:34])([CH3:33])[CH3:32], predict the reactants needed to synthesize it. The reactants are: CS(O[CH2:6][CH2:7][C:8]1[O:9][C:10]2[CH:16]=[CH:15][C:14]([C:17]3[CH:22]=[CH:21][C:20]([C:23]([N:25]4[CH2:30][CH2:29][O:28][CH2:27][CH2:26]4)=[O:24])=[CH:19][N:18]=3)=[CH:13][C:11]=2[CH:12]=1)(=O)=O.[C:31]([NH:35][CH3:36])([CH3:34])([CH3:33])[CH3:32]. (6) Given the product [F:31][C:28]1([F:30])[O:27][C:26]2[CH:32]=[CH:33][C:23]([N:18]3[CH2:19][CH2:20][N:15]([C:5]4[C:4]([CH3:21])=[C:3]([O:2][CH3:1])[C:11]5[O:10][C:9]([CH3:13])([CH3:12])[CH2:8][C:7]=5[C:6]=4[CH3:14])[CH2:16][CH2:17]3)=[CH:24][C:25]=2[O:29]1, predict the reactants needed to synthesize it. The reactants are: [CH3:1][O:2][C:3]1[C:11]2[O:10][C:9]([CH3:13])([CH3:12])[CH2:8][C:7]=2[C:6]([CH3:14])=[C:5]([N:15]2[CH2:20][CH2:19][NH:18][CH2:17][CH2:16]2)[C:4]=1[CH3:21].Br[C:23]1[CH:33]=[CH:32][C:26]2[O:27][C:28]([F:31])([F:30])[O:29][C:25]=2[CH:24]=1. (7) The reactants are: Cl[C:2]1[C:3]2[CH:11]=[C:10]([CH:12]3[CH2:17][CH2:16][CH2:15][CH2:14][CH2:13]3)[S:9][C:4]=2[N:5]=[C:6]([CH3:8])[N:7]=1.CN(C=O)C.[CH2:23]([O:25]/[CH:26]=[CH:27]/B1OC(C)(C)C(C)(C)O1)[CH3:24].[O-]P([O-])([O-])=O.[K+].[K+].[K+]. Given the product [CH:12]1([C:10]2[S:9][C:4]3[N:5]=[C:6]([CH3:8])[N:7]=[C:2](/[CH:24]=[CH:23]/[O:25][CH2:26][CH3:27])[C:3]=3[CH:11]=2)[CH2:17][CH2:16][CH2:15][CH2:14][CH2:13]1, predict the reactants needed to synthesize it. (8) The reactants are: C([N:8]1[CH2:13][CH2:12][C:11]([C:15]2[CH:20]=[CH:19][C:18]([F:21])=[CH:17][CH:16]=2)(O)[CH:10]([CH3:22])[CH2:9]1)C1C=CC=CC=1.Cl. Given the product [F:21][C:18]1[CH:19]=[CH:20][C:15]([CH:11]2[CH2:12][CH2:13][NH:8][CH2:9][CH:10]2[CH3:22])=[CH:16][CH:17]=1, predict the reactants needed to synthesize it. (9) Given the product [CH3:5][O:4][CH2:3][CH:2]([C:6]1[S:10][C:9]([C:11]2[NH:37][C:14]([CH:15]([C:23]3[CH:28]=[CH:27][C:26]([S:29][CH3:30])=[CH:25][N:24]=3)[CH2:16][CH:17]3[CH2:22][CH2:21][O:20][CH2:19][CH2:18]3)=[CH:13][CH:12]=2)=[N:8][CH:7]=1)[OH:1], predict the reactants needed to synthesize it. The reactants are: [OH:1][CH:2]([C:6]1[S:10][C:9]([C:11](=O)[CH2:12][CH2:13][C:14](=O)[CH:15]([C:23]2[CH:28]=[CH:27][C:26]([S:29][CH3:30])=[CH:25][N:24]=2)[CH2:16][CH:17]2[CH2:22][CH2:21][O:20][CH2:19][CH2:18]2)=[N:8][CH:7]=1)[CH2:3][O:4][CH3:5].C([O-])(=O)C.[NH4+:37].C(=O)([O-])O.[Na+]. (10) The reactants are: Br[C:2]1[CH:3]=[C:4]([NH:10][C:11]2[N:16]=[CH:15][C:14]([N:17]3[CH2:22][CH2:21][N:20]([CH3:23])[CH2:19][C:18]3=[O:24])=[CH:13][CH:12]=2)[C:5](=[O:9])[N:6]([CH3:8])[CH:7]=1.[C:25]([O:28][CH2:29][C:30]1[C:35]([N:36]2[CH2:48][CH2:47][N:39]3[C:40]4[CH2:41][CH2:42][CH2:43][CH2:44][C:45]=4[CH:46]=[C:38]3[C:37]2=[O:49])=[CH:34][C:33]([F:50])=[CH:32][C:31]=1B1OC(C)(C)C(C)(C)O1)(=[O:27])[CH3:26].[O-]P([O-])([O-])=O.[K+].[K+].[K+].CC([O-])=O.[Na+]. Given the product [C:25]([O:28][CH2:29][C:30]1[C:35]([N:36]2[CH2:48][CH2:47][N:39]3[C:40]4[CH2:41][CH2:42][CH2:43][CH2:44][C:45]=4[CH:46]=[C:38]3[C:37]2=[O:49])=[CH:34][C:33]([F:50])=[CH:32][C:31]=1[C:2]1[CH:3]=[C:4]([NH:10][C:11]2[CH:12]=[CH:13][C:14]([N:17]3[CH2:22][CH2:21][N:20]([CH3:23])[CH2:19][C:18]3=[O:24])=[CH:15][N:16]=2)[C:5](=[O:9])[N:6]([CH3:8])[CH:7]=1)(=[O:27])[CH3:26], predict the reactants needed to synthesize it.